From a dataset of Reaction yield outcomes from USPTO patents with 853,638 reactions. Predict the reaction yield, written as a fraction of the theoretical maximum amount of product (1.0 means a 100% yield; for example, 0.34 means a 34% yield). (1) The reactants are [F:1][C:2]1[CH:9]=[CH:8][C:5]([CH2:6][NH2:7])=[CH:4][CH:3]=1.[CH3:10][C:11]([CH:13]([O:16][CH3:17])[O:14][CH3:15])=O.C(O[BH-](OC(=O)C)OC(=O)C)(=O)C.[Na+].[O-]P([O-])([O-])=O.[K+].[K+].[K+]. The catalyst is ClCCCl. The product is [F:1][C:2]1[CH:9]=[CH:8][C:5]([CH2:6][NH:7][CH:11]([CH3:10])[CH:13]([O:16][CH3:17])[O:14][CH3:15])=[CH:4][CH:3]=1. The yield is 0.980. (2) The reactants are [NH2:1][C:2](=[S:12])[CH2:3][NH:4][C:5](=[O:11])[O:6][C:7]([CH3:10])([CH3:9])[CH3:8].[Cl:13][CH2:14][C:15]([CH2:17]Cl)=O. The catalyst is C(O)C. The product is [Cl:13][CH2:14][C:15]1[N:1]=[C:2]([CH2:3][NH:4][C:5](=[O:11])[O:6][C:7]([CH3:9])([CH3:8])[CH3:10])[S:12][CH:17]=1. The yield is 0.210.